Binary Classification. Given a drug SMILES string, predict its activity (active/inactive) in a high-throughput screening assay against a specified biological target. From a dataset of HIV replication inhibition screening data with 41,000+ compounds from the AIDS Antiviral Screen. (1) The compound is Cn1cc(NC(=O)c2cc(NC(=O)Nc3cc(C(=O)Nc4cc(C(=O)Nc5ccc6cc(S(=O)(=O)O)cc(S(=O)(=O)O)c6c5)n(C)c4)n(C)n3)nn2C)cc1C(=O)Nc1ccc2cc(S(=O)(=O)O)cc(S(=O)(=O)O)c2c1.[NaH]. The result is 1 (active). (2) The compound is CCN(CC)CCc1nc(-c2ccccc2)no1.O=C(O)CC(O)(CC(=O)O)C(=O)O. The result is 0 (inactive).